Task: Predict the product of the given reaction.. Dataset: Forward reaction prediction with 1.9M reactions from USPTO patents (1976-2016) (1) The product is: [Si:1]([O:8][CH2:9][C:10]1[C:11]([F:33])=[C:12]([N:16]2[CH2:19][CH:18]([CH:20]3[CH2:21][CH2:22][NH:23][CH2:24][CH2:25]3)[CH2:17]2)[CH:13]=[CH:14][CH:15]=1)([C:4]([CH3:7])([CH3:5])[CH3:6])([CH3:3])[CH3:2]. Given the reactants [Si:1]([O:8][CH2:9][C:10]1[C:11]([F:33])=[C:12]([N:16]2[CH2:19][CH:18]([CH:20]3[CH2:25][CH2:24][N:23](C(OC(C)(C)C)=O)[CH2:22][CH2:21]3)[CH2:17]2)[CH:13]=[CH:14][CH:15]=1)([C:4]([CH3:7])([CH3:6])[CH3:5])([CH3:3])[CH3:2].C(O)(C(F)(F)F)=O, predict the reaction product. (2) Given the reactants [CH2:1]([O:3][C:4]([C:6]1([C:9]2[CH:14]=[CH:13][C:12]([C:15]3[CH:20]=[CH:19][C:18]([C:21]4[O:25][N:24]=[C:23]([CH3:26])[C:22]=4[CH:27]([OH:31])[CH2:28][CH:29]=[CH2:30])=[CH:17][CH:16]=3)=[CH:11][CH:10]=2)[CH2:8][CH2:7]1)=[O:5])[CH3:2].Br[C:33]1[CH:38]=[CH:37][N:36]=[CH:35][CH:34]=1, predict the reaction product. The product is: [CH2:1]([O:3][C:4]([C:6]1([C:9]2[CH:10]=[CH:11][C:12]([C:15]3[CH:20]=[CH:19][C:18]([C:21]4[O:25][N:24]=[C:23]([CH3:26])[C:22]=4[CH:27]([OH:31])[CH2:28]/[CH:29]=[CH:30]/[C:33]4[CH:38]=[CH:37][N:36]=[CH:35][CH:34]=4)=[CH:17][CH:16]=3)=[CH:13][CH:14]=2)[CH2:8][CH2:7]1)=[O:5])[CH3:2]. (3) Given the reactants [Cl:1][C:2]1[CH:26]=[CH:25][C:5]([N:6]=[CH:7][C:8]2[N:12]3[CH:13]=[CH:14][CH:15]=[CH:16][C:11]3=[N:10][C:9]=2[C:17]2[CH:22]=[C:21]([Cl:23])[CH:20]=[CH:19][C:18]=2[Cl:24])=[CH:4][CH:3]=1.C1(C)C(S([CH2:36][N+:37]#[C-:38])(=O)=O)=CC=CC=1.N12CCCN=C1CCCCC2, predict the reaction product. The product is: [Cl:1][C:2]1[CH:3]=[CH:4][C:5]([N:6]2[C:7]([C:8]3[N:12]4[CH:13]=[CH:14][CH:15]=[CH:16][C:11]4=[N:10][C:9]=3[C:17]3[CH:22]=[C:21]([Cl:23])[CH:20]=[CH:19][C:18]=3[Cl:24])=[CH:38][N:37]=[CH:36]2)=[CH:25][CH:26]=1.